From a dataset of Reaction yield outcomes from USPTO patents with 853,638 reactions. Predict the reaction yield, written as a fraction of the theoretical maximum amount of product (1.0 means a 100% yield; for example, 0.34 means a 34% yield). (1) The reactants are [Cl:1][C:2]1[C:3]([O:12][C:13]2[CH:18]=[C:17]([O:19][CH2:20][CH2:21][CH2:22][O:23][CH3:24])[CH:16]=[CH:15][C:14]=2/[CH:25]=[CH:26]/[C:27]([O:29]CC)=[O:28])=[N:4][CH:5]=[C:6]([C:8]([F:11])([F:10])[F:9])[CH:7]=1.[OH-].[Na+].Cl. The catalyst is O1CCCC1.C(O)C. The product is [Cl:1][C:2]1[C:3]([O:12][C:13]2[CH:18]=[C:17]([O:19][CH2:20][CH2:21][CH2:22][O:23][CH3:24])[CH:16]=[CH:15][C:14]=2/[CH:25]=[CH:26]/[C:27]([OH:29])=[O:28])=[N:4][CH:5]=[C:6]([C:8]([F:9])([F:11])[F:10])[CH:7]=1. The yield is 0.760. (2) The reactants are [CH3:1][C:2]1[CH:9]=[C:8]([N+:10]([O-:12])=[O:11])[CH:7]=[CH:6][C:3]=1[C:4]#[N:5].CC(C)(O[CH:17](N(C)C)[N:18]([CH3:20])[CH3:19])C. The catalyst is CN(C=O)C. The product is [CH3:17][N:18]([CH3:20])/[CH:19]=[CH:1]/[C:2]1[CH:9]=[C:8]([N+:10]([O-:12])=[O:11])[CH:7]=[CH:6][C:3]=1[C:4]#[N:5]. The yield is 0.970. (3) The catalyst is CCO. The product is [Cl:9][C:6]1[N:5]=[CH:4][N:3]=[C:2]([NH:17][C:16]2[CH:18]=[CH:19][C:13]([O:12][C:11]([F:10])([F:20])[F:21])=[CH:14][CH:15]=2)[C:7]=1[CH3:8]. The yield is 0.840. The reactants are Cl[C:2]1[C:7]([CH3:8])=[C:6]([Cl:9])[N:5]=[CH:4][N:3]=1.[F:10][C:11]([F:21])([F:20])[O:12][C:13]1[CH:19]=[CH:18][C:16]([NH2:17])=[CH:15][CH:14]=1.CCN(C(C)C)C(C)C. (4) The reactants are [F:1][C:2]1[CH:7]=[CH:6][C:5]([CH:8]2[C:13]3=[N:14][NH:15][C:16](=[O:21])[C:17]4[CH:18]=[CH:19][CH:20]=[C:11]([C:12]=43)[NH:10][CH:9]2[C:22]2[CH:29]=[CH:28][C:25]([CH:26]=O)=[CH:24][CH:23]=2)=[CH:4][CH:3]=1.C(Cl)Cl.[CH2:33]([NH:35][CH2:36][CH3:37])[CH3:34].[BH4-].[Na+]. The catalyst is C(O)(=O)C. The product is [CH2:33]([N:35]([CH2:26][C:25]1[CH:24]=[CH:23][C:22]([CH:9]2[NH:10][C:11]3[C:12]4[C:13](=[N:14][NH:15][C:16](=[O:21])[C:17]=4[CH:18]=[CH:19][CH:20]=3)[CH:8]2[C:5]2[CH:4]=[CH:3][C:2]([F:1])=[CH:7][CH:6]=2)=[CH:29][CH:28]=1)[CH2:36][CH3:37])[CH3:34]. The yield is 0.0900.